From a dataset of Full USPTO retrosynthesis dataset with 1.9M reactions from patents (1976-2016). Predict the reactants needed to synthesize the given product. Given the product [ClH:1].[NH2:14][CH2:13][C:12]1[CH:11]=[CH:10][C:9]([C:7]2[C:6]3[O:24][C:25]([CH2:27][N:28]4[CH2:29][CH2:30][N:31]([S:34]([CH3:37])(=[O:36])=[O:35])[CH2:32][CH2:33]4)=[CH:26][C:5]=3[C:4](=[O:38])[N:3]([CH3:2])[CH:8]=2)=[CH:23][CH:22]=1, predict the reactants needed to synthesize it. The reactants are: [ClH:1].[CH3:2][N:3]1[CH:8]=[C:7]([C:9]2[CH:23]=[CH:22][C:12]([CH2:13][NH:14]C(=O)OC(C)(C)C)=[CH:11][CH:10]=2)[C:6]2[O:24][C:25]([CH2:27][N:28]3[CH2:33][CH2:32][N:31]([S:34]([CH3:37])(=[O:36])=[O:35])[CH2:30][CH2:29]3)=[CH:26][C:5]=2[C:4]1=[O:38].